From a dataset of Full USPTO retrosynthesis dataset with 1.9M reactions from patents (1976-2016). Predict the reactants needed to synthesize the given product. (1) Given the product [NH3:6].[Br:1][C:2]1[CH:8]=[CH:7][C:5]([NH:6][CH:13]2[CH2:14][CH2:15][N:10]([CH3:9])[CH2:11][CH2:12]2)=[CH:4][CH:3]=1, predict the reactants needed to synthesize it. The reactants are: [Br:1][C:2]1[CH:8]=[CH:7][C:5]([NH2:6])=[CH:4][CH:3]=1.[CH3:9][N:10]1[CH2:15][CH2:14][C:13](=O)[CH2:12][CH2:11]1.C(O)(=O)C.C(O[BH-](OC(=O)C)OC(=O)C)(=O)C.[Na+].[OH-].[Na+]. (2) Given the product [CH:10]1([C:8](=[O:9])[CH:3]=[CH2:4])[CH2:14][CH2:13][CH2:12][CH2:11]1, predict the reactants needed to synthesize it. The reactants are: Br[Mg][CH:3]=[CH2:4].CON(C)[C:8]([CH:10]1[CH2:14][CH2:13][CH2:12][CH2:11]1)=[O:9].N#N. (3) Given the product [C:23]([O:26][C:27]([N:12]1[CH2:11][CH2:10][CH:9]([C:4]2[CH:3]=[C:2]([F:1])[CH:7]=[CH:6][C:5]=2[OH:8])[CH2:14][CH2:13]1)=[O:28])([CH3:25])([CH3:24])[CH3:22], predict the reactants needed to synthesize it. The reactants are: [F:1][C:2]1[CH:7]=[CH:6][C:5]([OH:8])=[C:4]([CH:9]2[CH2:14][CH2:13][NH:12][CH2:11][CH2:10]2)[CH:3]=1.C(N(CC)CC)C.[CH3:22][C:23]([O:26][C:27](O[C:27]([O:26][C:23]([CH3:25])([CH3:24])[CH3:22])=[O:28])=[O:28])([CH3:25])[CH3:24].